From a dataset of Full USPTO retrosynthesis dataset with 1.9M reactions from patents (1976-2016). Predict the reactants needed to synthesize the given product. (1) Given the product [CH3:2][C:3]1([CH3:24])[C:11]2[C:6](=[CH:7][CH:8]=[CH:9][CH:10]=2)[N:5]([C@@H:12]([C:17]2[CH:22]=[CH:21][CH:20]=[CH:19][CH:18]=2)[CH2:13][CH2:14][NH:15][CH3:16])[CH2:4]1, predict the reactants needed to synthesize it. The reactants are: Cl.[CH3:2][C:3]1([CH3:24])[C:11]2[C:6](=[CH:7][CH:8]=[CH:9][CH:10]=2)[N:5]([C@@H:12]([C:17]2[CH:22]=[CH:21][CH:20]=[CH:19][CH:18]=2)[CH2:13][CH2:14][NH:15][CH3:16])[C:4]1=O.B.Cl. (2) The reactants are: [S:1]1[CH2:5][CH2:4][CH2:3][CH2:2]1.[Br:6][CH2:7][C:8](=[O:13])[C:9]([CH3:12])([CH3:11])[CH3:10].C(OCC)(=O)C. Given the product [Br-:6].[O:13]=[C:8]([C:9]([CH3:12])([CH3:11])[CH3:10])[CH2:7][S+:1]1[CH2:5][CH2:4][CH2:3][CH2:2]1, predict the reactants needed to synthesize it.